Dataset: Forward reaction prediction with 1.9M reactions from USPTO patents (1976-2016). Task: Predict the product of the given reaction. (1) The product is: [F:1][C:2]1[CH:31]=[C:30]([NH:32][S:33]([C:36]2[CH:37]=[CH:38][C:39]([CH2:42][NH:53][CH3:52])=[CH:40][CH:41]=2)(=[O:34])=[O:35])[CH:29]=[C:28]([F:44])[C:3]=1[C:4]([NH:6][C@H:7]([C:24]([O:26][CH3:27])=[O:25])[CH2:8][C:9]1[CH:10]=[CH:11][C:12]([N:15]2[C:20](=[O:21])[CH:19]=[CH:18][N:17]([CH3:22])[C:16]2=[O:23])=[CH:13][CH:14]=1)=[O:5]. Given the reactants [F:1][C:2]1[CH:31]=[C:30]([NH:32][S:33]([C:36]2[CH:41]=[CH:40][C:39]([CH:42]=O)=[CH:38][CH:37]=2)(=[O:35])=[O:34])[CH:29]=[C:28]([F:44])[C:3]=1[C:4]([NH:6][C@H:7]([C:24]([O:26][CH3:27])=[O:25])[CH2:8][C:9]1[CH:14]=[CH:13][C:12]([N:15]2[C:20](=[O:21])[CH:19]=[CH:18][N:17]([CH3:22])[C:16]2=[O:23])=[CH:11][CH:10]=1)=[O:5].C(O)C.C(O)(=O)C.[CH3:52][NH2:53], predict the reaction product. (2) Given the reactants [Cl:1][C:2]1[CH:3]=[C:4]([CH:6]=[CH:7][C:8]=1[F:9])[NH2:5].Cl.[N:11]([O-])=O.[Na+].[CH3:15][CH:16](C(C)=O)[C:17]([O:19][CH2:20][CH3:21])=[O:18].[OH-].[K+].C([O-])(=O)C.[Na+], predict the reaction product. The product is: [Cl:1][C:2]1[CH:3]=[C:4]([NH:5][NH:11][CH:16]([CH3:15])[C:17]([O:19][CH2:20][CH3:21])=[O:18])[CH:6]=[CH:7][C:8]=1[F:9]. (3) Given the reactants [O:1]1[C:5]2[CH:6]=[CH:7][C:8]([N:10]3[C:18]4[C:17]5[CH:19]=[C:20]([NH:23][C:24]([C:26]6[C:27]([NH:32]CC7C=CC(OC)=CC=7)=[N:28][CH:29]=[CH:30][CH:31]=6)=[O:25])[CH:21]=[CH:22][C:16]=5[CH2:15][CH2:14][C:13]=4[C:12]([C:42]([NH2:44])=[O:43])=[N:11]3)=[CH:9][C:4]=2[O:3][CH2:2]1.C(O)(C(F)(F)F)=O.C([O-])([O-])=O.[Na+].[Na+], predict the reaction product. The product is: [NH2:32][C:27]1[C:26]([C:24]([NH:23][C:20]2[CH:21]=[CH:22][C:16]3[CH2:15][CH2:14][C:13]4[C:12]([C:42]([NH2:44])=[O:43])=[N:11][N:10]([C:8]5[CH:7]=[CH:6][C:5]6[O:1][CH2:2][O:3][C:4]=6[CH:9]=5)[C:18]=4[C:17]=3[CH:19]=2)=[O:25])=[CH:31][CH:30]=[CH:29][N:28]=1. (4) Given the reactants [CH3:1][N:2]1[C:10]2[C:5](=[C:6]([CH3:11])[CH:7]=[CH:8][CH:9]=2)[C:4]([CH2:12][N:13]2[C:17]3[CH:18]=[C:19]([CH3:23])[C:20]([CH3:22])=[CH:21][C:16]=3[N:15](C(C)=C)[C:14]2=[O:27])=[CH:3]1.O.Cl, predict the reaction product. The product is: [CH3:1][N:2]1[C:10]2[C:5](=[C:6]([CH3:11])[CH:7]=[CH:8][CH:9]=2)[C:4]([CH2:12][N:13]2[C:17]3[CH:18]=[C:19]([CH3:23])[C:20]([CH3:22])=[CH:21][C:16]=3[NH:15][C:14]2=[O:27])=[CH:3]1. (5) Given the reactants [Cl:1][C:2]1[CH:7]=[C:6]([Cl:8])[CH:5]=[CH:4][C:3]=1[C:9]1[N:10]=[C:11](/[CH:18]=[CH:19]/[C:20]2[CH:25]=[CH:24][C:23]([O:26][CH3:27])=[CH:22][CH:21]=2)[N:12]([CH2:14][C:15](O)=[O:16])[CH:13]=1.[CH3:28][N:29]([CH3:34])[CH2:30][CH2:31][CH2:32][NH2:33], predict the reaction product. The product is: [Cl:1][C:2]1[CH:7]=[C:6]([Cl:8])[CH:5]=[CH:4][C:3]=1[C:9]1[N:10]=[C:11](/[CH:18]=[CH:19]/[C:20]2[CH:21]=[CH:22][C:23]([O:26][CH3:27])=[CH:24][CH:25]=2)[N:12]([CH2:14][C:15]([NH:33][CH2:32][CH2:31][CH2:30][N:29]([CH3:34])[CH3:28])=[O:16])[CH:13]=1. (6) Given the reactants F[C:2](F)(F)[C:3]([OH:5])=O.[NH2:8][C:9]1[CH:10]=[C:11]([C:21](=[O:23])[CH3:22])[CH:12]=[C:13]([S:15]([F:20])([F:19])([F:18])([F:17])[F:16])[CH:14]=1.C(N(CC)CC)C.C(OC(=O)C)(=O)C, predict the reaction product. The product is: [C:21]([C:11]1[CH:10]=[C:9]([NH:8][C:3](=[O:5])[CH3:2])[CH:14]=[C:13]([S:15]([F:16])([F:20])([F:17])([F:18])[F:19])[CH:12]=1)(=[O:23])[CH3:22].